From a dataset of Catalyst prediction with 721,799 reactions and 888 catalyst types from USPTO. Predict which catalyst facilitates the given reaction. (1) Reactant: C1C(=O)N([Cl:8])C(=O)C1.[C:9]([Si:13]([CH3:23])([CH3:22])[O:14][CH2:15][CH2:16][C:17]1[S:18][CH:19]=[CH:20][CH:21]=1)([CH3:12])([CH3:11])[CH3:10]. Product: [C:9]([Si:13]([O:14][CH2:15][CH2:16][C:17]1[S:18][C:19]([Cl:8])=[CH:20][CH:21]=1)([CH3:23])[CH3:22])([CH3:10])([CH3:12])[CH3:11]. The catalyst class is: 373. (2) Reactant: [S:1]1[CH2:6][CH2:5][CH:4]([C:7]#[N:8])[CH2:3][CH2:2]1.[CH3:9][Si]([N-][Si](C)(C)C)(C)C.[Li+].IC. Product: [CH3:9][C:4]1([C:7]#[N:8])[CH2:5][CH2:6][S:1][CH2:2][CH2:3]1. The catalyst class is: 7. (3) Reactant: [C:1](=[O:5])([O:3][CH3:4])[NH2:2].[H-].[Na+].[Cl:8][C:9]1[N:14]=[C:13](Cl)[CH:12]=[CH:11][N:10]=1.O. Product: [CH3:4][O:3][C:1](=[O:5])[NH:2][C:11]1[CH:12]=[CH:13][N:14]=[C:9]([Cl:8])[N:10]=1. The catalyst class is: 3.